From a dataset of Forward reaction prediction with 1.9M reactions from USPTO patents (1976-2016). Predict the product of the given reaction. Given the reactants [CH3:1][C:2]1[O:6][C:5]([CH2:7][C:8](=[O:10])[CH3:9])=[N:4][N:3]=1.Br[CH2:12][CH2:13]Br.C(=O)([O-])[O-].[K+].[K+], predict the reaction product. The product is: [CH3:1][C:2]1[O:6][C:5]([C:7]2([C:8](=[O:10])[CH3:9])[CH2:13][CH2:12]2)=[N:4][N:3]=1.